Dataset: Forward reaction prediction with 1.9M reactions from USPTO patents (1976-2016). Task: Predict the product of the given reaction. (1) Given the reactants [N+:1]([C:4]1[CH:9]=[CH:8][C:7]([N:10]2[CH2:14][CH2:13][C@@H:12]([NH:15][C:16](=[O:18])[CH3:17])[CH2:11]2)=[CH:6][CH:5]=1)([O-:3])=[O:2].[H-].[Na+].I[CH3:22].O, predict the reaction product. The product is: [CH3:22][N:15]([C@@H:12]1[CH2:13][CH2:14][N:10]([C:7]2[CH:8]=[CH:9][C:4]([N+:1]([O-:3])=[O:2])=[CH:5][CH:6]=2)[CH2:11]1)[C:16](=[O:18])[CH3:17]. (2) Given the reactants [CH3:1][C:2]1[CH:7]=[C:6]([CH2:8][C:9]2[CH:14]=[CH:13][CH:12]=[CH:11][CH:10]=2)[NH:5][C:4](=[O:15])[C:3]=1[CH2:16][NH:17]C(=O)OC(C)(C)C.[ClH:25], predict the reaction product. The product is: [NH2:17][CH2:16][C:3]1[C:4](=[O:15])[NH:5][C:6]([CH2:8][C:9]2[CH:10]=[CH:11][CH:12]=[CH:13][CH:14]=2)=[CH:7][C:2]=1[CH3:1].[ClH:25]. (3) Given the reactants [CH2:1]([N:3]1[C:11]2[C:10](=[O:12])[NH:9][C:8]([C:13]3[CH:18]=[C:17]([S:19]([N:22]4[CH2:27][CH2:26][N:25]([CH2:28][CH2:29][O:30][C:31](=[O:34])[CH2:32][CH3:33])[CH2:24][CH2:23]4)(=[O:21])=[O:20])[CH:16]=[CH:15][C:14]=3[O:35][CH2:36][CH2:37][CH3:38])=[N:7][C:6]=2[C:5]([CH2:39][CH2:40][CH3:41])=[CH:4]1)[CH3:2].[OH:42][S:43]([OH:46])(=[O:45])=[O:44], predict the reaction product. The product is: [S:43]([OH:46])([OH:45])(=[O:44])=[O:42].[CH2:1]([N:3]1[C:11]2[C:10](=[O:12])[NH:9][C:8]([C:13]3[CH:18]=[C:17]([S:19]([N:22]4[CH2:23][CH2:24][N:25]([CH2:28][CH2:29][O:30][C:31](=[O:34])[CH2:32][CH3:33])[CH2:26][CH2:27]4)(=[O:20])=[O:21])[CH:16]=[CH:15][C:14]=3[O:35][CH2:36][CH2:37][CH3:38])=[N:7][C:6]=2[C:5]([CH2:39][CH2:40][CH3:41])=[CH:4]1)[CH3:2]. (4) Given the reactants Br[C:2]1[C:25](=[O:26])[N:24]([CH2:27][CH3:28])[C:5]2[N:6]=[C:7]([NH:10][C:11]3[CH:16]=[CH:15][C:14]([N:17]4[CH2:22][CH2:21][N:20]([CH3:23])[CH2:19][CH2:18]4)=[CH:13][CH:12]=3)[N:8]=[CH:9][C:4]=2[CH:3]=1.[B:29]1(B2OC(C)(C)C(C)(C)O2)[O:33]C(C)(C)C(C)(C)[O:30]1.C([O-])(=O)C.[K+], predict the reaction product. The product is: [CH2:27]([N:24]1[C:5]2[N:6]=[C:7]([NH:10][C:11]3[CH:16]=[CH:15][C:14]([N:17]4[CH2:22][CH2:21][N:20]([CH3:23])[CH2:19][CH2:18]4)=[CH:13][CH:12]=3)[N:8]=[CH:9][C:4]=2[CH:3]=[C:2]([B:29]([OH:33])[OH:30])[C:25]1=[O:26])[CH3:28]. (5) The product is: [Cl-:1].[CH3:33][O:34][C:35]([CH:36]([NH:37][C:2]([C:5]1[S:6][C:7]([C:27]2[CH:32]=[CH:31][CH:30]=[CH:29][CH:28]=2)=[CH:8][C:9]=1[N:10]([C:18]([CH:20]1[CH2:21][CH2:22][CH:23]([CH3:26])[CH2:24][CH2:25]1)=[O:19])[CH:11]1[CH2:12][CH2:13][NH+:14]([CH3:17])[CH2:15][CH2:16]1)=[O:3])[CH:38]([CH3:40])[CH3:39])=[O:41]. Given the reactants [Cl-:1].[C:2]([C:5]1[S:6][C:7]([C:27]2[CH:32]=[CH:31][CH:30]=[CH:29][CH:28]=2)=[CH:8][C:9]=1[N:10]([C:18]([CH:20]1[CH2:25][CH2:24][CH:23]([CH3:26])[CH2:22][CH2:21]1)=[O:19])[CH:11]1[CH2:16][CH2:15][NH+:14]([CH3:17])[CH2:13][CH2:12]1)(O)=[O:3].[CH3:33][O:34][C:35](=[O:41])[C@H:36]([CH:38]([CH3:40])[CH3:39])[NH2:37].CN(C(ON1N=NC2C=CC=NC1=2)=[N+](C)C)C.F[P-](F)(F)(F)(F)F.C(N(C(C)C)CC)(C)C.C([O-])(O)=O.[Na+], predict the reaction product. (6) Given the reactants Cl[C:2]1[CH:3]=[N:4][CH:5]=[C:6]([F:15])[C:7]=1[C:8]1[CH2:9][CH2:10][N:11]([CH3:14])[CH2:12][CH:13]=1.[C:16](=[O:23])([O:18][C:19]([CH3:22])([CH3:21])[CH3:20])[NH2:17].CC(C)([O-])C.[Na+].CC(C1C=C(C(C)C)C(C2C(P(C3CCCCC3)C3CCCCC3)=C(OC)C=CC=2OC)=C(C(C)C)C=1)C, predict the reaction product. The product is: [F:15][C:6]1[C:7]([C:8]2[CH2:9][CH2:10][N:11]([CH3:14])[CH2:12][CH:13]=2)=[C:2]([NH:17][C:16](=[O:23])[O:18][C:19]([CH3:22])([CH3:21])[CH3:20])[CH:3]=[N:4][CH:5]=1.